From a dataset of Full USPTO retrosynthesis dataset with 1.9M reactions from patents (1976-2016). Predict the reactants needed to synthesize the given product. (1) Given the product [CH:13]([C:2]1[C:7]([C:8]([O:10][CH3:11])=[O:9])=[CH:6][CH:5]=[C:4]([CH3:12])[N:3]=1)=[CH2:14], predict the reactants needed to synthesize it. The reactants are: Cl[C:2]1[C:7]([C:8]([O:10][CH3:11])=[O:9])=[CH:6][CH:5]=[C:4]([CH3:12])[N:3]=1.[CH2:13]([Sn](CCCC)(CCCC)C=C)[CH2:14]CC. (2) Given the product [CH3:26][S:23]([C:17]1[CH:16]=[C:15]2[C:20]([CH2:21][CH2:22][CH:13]([CH2:12][NH:29][CH2:27][CH3:28])[O:14]2)=[CH:19][CH:18]=1)(=[O:24])=[O:25], predict the reactants needed to synthesize it. The reactants are: CC1C=CC(S(O[CH2:12][CH:13]2[CH2:22][CH2:21][C:20]3[C:15](=[CH:16][C:17]([S:23]([CH3:26])(=[O:25])=[O:24])=[CH:18][CH:19]=3)[O:14]2)(=O)=O)=CC=1.[CH2:27]([NH2:29])[CH3:28]. (3) Given the product [O:12]=[C:7]1[C:8]2[C:9]([C:40]#[N:41])=[CH:10][C:2]([C:25]#[N:26])=[CH:3][C:4]=2[CH2:5][N:6]1[CH2:13][C:14]1[CH:19]=[CH:18][C:17]([O:20][C:21]([F:24])([F:23])[F:22])=[CH:16][CH:15]=1, predict the reactants needed to synthesize it. The reactants are: Br[C:2]1[CH:3]=[C:4]2[C:8](=[C:9](Cl)[CH:10]=1)[C:7](=[O:12])[N:6]([CH2:13][C:14]1[CH:19]=[CH:18][C:17]([O:20][C:21]([F:24])([F:23])[F:22])=[CH:16][CH:15]=1)[CH2:5]2.[C-:25]#[N:26].[K+].CCCCCC.CCOC(C)=O.[CH3:40][N:41](P(N(C)C)(N(C)C)=O)C. (4) Given the product [Br:1][C:2]1[CH:3]=[C:4]2[C:8](=[C:9]([C:11]([O:13][CH2:14][CH3:15])=[O:12])[CH:10]=1)[N:7]([C:23]([O:25][C:26]([CH3:29])([CH3:28])[CH3:27])=[O:24])[CH:6]=[C:5]2[CH:16]1[CH2:22][CH2:21][CH2:20][S:19][CH2:18][CH2:17]1, predict the reactants needed to synthesize it. The reactants are: [Br:1][C:2]1[CH:3]=[C:4]2[C:8](=[C:9]([C:11]([O:13][CH2:14][CH3:15])=[O:12])[CH:10]=1)[NH:7][CH:6]=[C:5]2[CH:16]1[CH2:22][CH2:21][CH2:20][S:19][CH2:18][CH2:17]1.[C:23](O[C:23]([O:25][C:26]([CH3:29])([CH3:28])[CH3:27])=[O:24])([O:25][C:26]([CH3:29])([CH3:28])[CH3:27])=[O:24]. (5) Given the product [Cl:24][C:21]1[CH:22]=[CH:23][C:18]([CH2:17][NH:16][C:13]2[CH:14]=[CH:15][C:10]([C:5]3[C:4]([NH2:25])=[N:3][C:2]([NH2:1])=[N:7][C:6]=3[CH2:8][O:9][CH3:28])=[CH:11][CH:12]=2)=[CH:19][CH:20]=1, predict the reactants needed to synthesize it. The reactants are: [NH2:1][C:2]1[N:7]=[C:6]([CH2:8][OH:9])[C:5]([C:10]2[CH:15]=[CH:14][C:13]([NH:16][CH2:17][C:18]3[CH:23]=[CH:22][C:21]([Cl:24])=[CH:20][CH:19]=3)=[CH:12][CH:11]=2)=[C:4]([NH2:25])[N:3]=1.[H-].[Na+].[CH3:28]O.